This data is from Catalyst prediction with 721,799 reactions and 888 catalyst types from USPTO. The task is: Predict which catalyst facilitates the given reaction. (1) Reactant: Br[CH2:2][C:3]1[O:7][N:6]=[CH:5][CH:4]=1.[CH2:8]([NH2:10])[CH3:9]. Product: [CH2:8]([NH:10][CH2:2][C:3]1[O:7][N:6]=[CH:5][CH:4]=1)[CH3:9]. The catalyst class is: 1. (2) Reactant: [C:1]([O:5][C:6](=[O:43])[NH:7][CH:8]1[CH2:13][CH2:12][CH:11]([NH:14][C:15]2[N:23]=[C:22]3[C:18]([N:19]=[CH:20][N:21]3[CH:24]3[CH2:28][CH2:27][CH2:26][CH2:25]3)=[C:17]([NH:29][CH:30]3[CH2:35][CH2:34][N:33](CC4C=CC=CC=4)[CH2:32][CH2:31]3)[N:16]=2)[CH2:10][CH2:9]1)([CH3:4])([CH3:3])[CH3:2].C([O-])=O.[NH4+].C(Cl)Cl. Product: [C:1]([O:5][C:6](=[O:43])[NH:7][C@H:8]1[CH2:13][CH2:12][C@H:11]([NH:14][C:15]2[N:23]=[C:22]3[C:18]([N:19]=[CH:20][N:21]3[CH:24]3[CH2:28][CH2:27][CH2:26][CH2:25]3)=[C:17]([NH:29][CH:30]3[CH2:31][CH2:32][NH:33][CH2:34][CH2:35]3)[N:16]=2)[CH2:10][CH2:9]1)([CH3:4])([CH3:2])[CH3:3]. The catalyst class is: 838. (3) Reactant: [N:1]1([C:7]2[CH:8]=[CH:9][C:10]([N+:14]([O-])=O)=[C:11]([CH:13]=2)[NH2:12])[CH2:6][CH2:5][O:4][CH2:3][CH2:2]1. Product: [N:1]1([C:7]2[CH:13]=[C:11]([NH2:12])[C:10]([NH2:14])=[CH:9][CH:8]=2)[CH2:6][CH2:5][O:4][CH2:3][CH2:2]1. The catalyst class is: 696. (4) Reactant: C(OC([NH:8][CH2:9][CH2:10][NH:11][C@:12]12[CH2:47][CH2:46][C@@H:45]([C:48]([CH3:50])=[CH2:49])[C@@H:13]1[C@@H:14]1[C@@:27]([CH3:30])([CH2:28][CH2:29]2)[C@@:26]2([CH3:31])[C@@H:17]([C@:18]3([CH3:44])[C@@H:23]([CH2:24][CH2:25]2)[C:22]([CH3:33])([CH3:32])[C:21]([C:34]2[CH:43]=[CH:42][C:37]([C:38]([O:40]C)=[O:39])=[CH:36][CH:35]=2)=[CH:20][CH2:19]3)[CH2:16][CH2:15]1)=O)(C)(C)C.Cl. Product: [NH2:8][CH2:9][CH2:10][NH:11][C@:12]12[CH2:47][CH2:46][C@@H:45]([C:48]([CH3:50])=[CH2:49])[C@@H:13]1[C@@H:14]1[C@@:27]([CH3:30])([CH2:28][CH2:29]2)[C@@:26]2([CH3:31])[C@@H:17]([C@:18]3([CH3:44])[C@@H:23]([CH2:24][CH2:25]2)[C:22]([CH3:33])([CH3:32])[C:21]([C:34]2[CH:35]=[CH:36][C:37]([C:38]([OH:40])=[O:39])=[CH:42][CH:43]=2)=[CH:20][CH2:19]3)[CH2:16][CH2:15]1. The catalyst class is: 12. (5) Reactant: Br[CH2:2][CH2:3][CH2:4][CH2:5][N:6]1[C:14]2[C:9](=[CH:10][CH:11]=[CH:12][CH:13]=2)[CH:8]=[C:7]1S(C1C=CC(C)=CC=1)(=O)=O.C([SnH](CCCC)CCCC)CCC.N(C(C)(C)C#N)=NC(C)(C)C#N. Product: [CH:10]1[CH:11]=[CH:12][CH:13]=[C:14]2[C:9]=1[CH:8]=[C:7]1[CH2:2][CH2:3][CH2:4][CH2:5][N:6]12. The catalyst class is: 11. (6) Reactant: [CH3:1][S:2]([N:5]1[CH2:10][CH2:9][N:8](C(OC(C)(C)C)=O)[CH2:7][CH2:6]1)(=[O:4])=[O:3].C(O)(C(F)(F)F)=O. Product: [CH3:1][S:2]([N:5]1[CH2:10][CH2:9][NH:8][CH2:7][CH2:6]1)(=[O:4])=[O:3]. The catalyst class is: 2. (7) Reactant: CN1CCN2CCN(C)P1N(C)CC2.C(#N)C.[Br:18][C:19]1[CH:24]=[CH:23][C:22]([C:25]2[O:26][C:27]([CH3:33])=[C:28]([CH2:30][CH2:31]I)[N:29]=2)=[CH:21][CH:20]=1. Product: [Br:18][C:19]1[CH:20]=[CH:21][C:22]([C:25]2[O:26][C:27]([CH3:33])=[C:28]([CH:30]=[CH2:31])[N:29]=2)=[CH:23][CH:24]=1. The catalyst class is: 1.